This data is from Catalyst prediction with 721,799 reactions and 888 catalyst types from USPTO. The task is: Predict which catalyst facilitates the given reaction. (1) Reactant: C([O:8][C:9]1[CH:57]=[CH:56][C:12]([CH2:13][C@H:14]([NH:28][C:29](=[O:55])[C:30]2[CH:53]=[C:52]([CH3:54])[CH:51]=[C:32]([C:33]([N:35]([CH2:39][CH2:40][CH2:41][CH2:42][O:43]CC3C=CC=CC=3)[CH2:36][CH2:37][CH3:38])=[O:34])[CH:31]=2)[C@H:15]([OH:27])[CH2:16][NH:17][CH2:18][C:19]2[CH:24]=[CH:23][CH:22]=[C:21]([O:25][CH3:26])[CH:20]=2)=[CH:11][CH:10]=1)C1C=CC=CC=1. Product: [OH:43][CH2:42][CH2:41][CH2:40][CH2:39][N:35]([CH2:36][CH2:37][CH3:38])[C:33](=[O:34])[C:32]1[CH:51]=[C:52]([CH3:54])[CH:53]=[C:30]([C:29]([NH:28][C@@H:14]([CH2:13][C:12]2[CH:56]=[CH:57][C:9]([OH:8])=[CH:10][CH:11]=2)[CH:15]([OH:27])[CH2:16][NH:17][CH2:18][C:19]2[CH:24]=[CH:23][CH:22]=[C:21]([O:25][CH3:26])[CH:20]=2)=[O:55])[CH:31]=1. The catalyst class is: 331. (2) Reactant: [CH3:1][CH2:2][C@H:3]1[O:18][C:16](=[O:17])[C@H:15]([CH3:19])[C@@H:14]([O:20][C@@H:21]2[O:26][C@@H:25]([CH3:27])[C@H:24]([OH:28])[C@@:23]([O:30][CH3:31])([CH3:29])[CH2:22]2)[C@H:13]([CH3:32])[C@@H:12]([O:33][C@@H:34]2[O:39][C@H:38]([CH3:40])[CH2:37][C@H:36]([N:41]([CH3:43])[CH3:42])[C@H:35]2[OH:44])[C@@:11]([OH:46])([CH3:45])[CH2:10][C@@H:9]([CH3:47])[C:7](=[O:8])[C@H:6]([CH3:48])[C@@H:5]([OH:49])[C@@:4]1([OH:51])[CH3:50].O.[S-:53][C:54]#[N:55].[Na+]. The catalyst class is: 15. Product: [CH3:1][CH2:2][C@H:3]1[O:18][C:16](=[O:17])[C@H:15]([CH3:19])[C@@H:14]([O:20][C@@H:21]2[O:26][C@@H:25]([CH3:27])[C@H:24]([OH:28])[C@@:23]([O:30][CH3:31])([CH3:29])[CH2:22]2)[C@H:13]([CH3:32])[C@@H:12]([O:33][C@@H:34]2[O:39][C@H:38]([CH3:40])[CH2:37][C@H:36]([N:41]([CH3:42])[CH3:43])[C@H:35]2[OH:44])[C@@:11]([OH:46])([CH3:45])[CH2:10][C@@H:9]([CH3:47])[C:7](=[O:8])[C@H:6]([CH3:48])[C@@H:5]([OH:49])[C@@:4]1([OH:51])[CH3:50].[C:54]([SH:53])#[N:55]. (3) Reactant: [CH3:1][O:2][C:3]1[CH:25]=[CH:24][C:6]2[CH2:7][CH2:8][C:9]3[NH:10][C:11]4[CH2:12][CH2:13][C:14]5[CH:21]=[CH:20][C:19]([O:22][CH3:23])=[CH:18][C:15]=5[C:16]=4[C:17]=3[C:5]=2[CH:4]=1. Product: [CH3:23][O:22][C:19]1[CH:20]=[CH:21][C:14]2[CH:13]=[CH:12][C:11]3[NH:10][C:9]4[CH:8]=[CH:7][C:6]5[CH:24]=[CH:25][C:3]([O:2][CH3:1])=[CH:4][C:5]=5[C:17]=4[C:16]=3[C:15]=2[CH:18]=1. The catalyst class is: 45. (4) Product: [CH2:23]([S:25]([N:28]1[CH2:29][C:30]([CH2:32][C:33]#[N:34])([N:1]2[CH:5]=[C:4]([C:6]3[C:7]4[CH:14]=[CH:13][N:12]([CH2:15][O:16][CH2:17][CH2:18][Si:19]([CH3:22])([CH3:21])[CH3:20])[C:8]=4[N:9]=[CH:10][N:11]=3)[CH:3]=[N:2]2)[CH2:31]1)(=[O:26])=[O:27])[CH3:24]. The catalyst class is: 10. Reactant: [NH:1]1[CH:5]=[C:4]([C:6]2[C:7]3[CH:14]=[CH:13][N:12]([CH2:15][O:16][CH2:17][CH2:18][Si:19]([CH3:22])([CH3:21])[CH3:20])[C:8]=3[N:9]=[CH:10][N:11]=2)[CH:3]=[N:2]1.[CH2:23]([S:25]([N:28]1[CH2:31][C:30](=[CH:32][C:33]#[N:34])[CH2:29]1)(=[O:27])=[O:26])[CH3:24].C1CCN2C(=NCCC2)CC1. (5) Reactant: [CH3:1][NH:2][C:3]([C:5]1[NH:6][C:7]([C:10]([C:12]2[C:13](Cl)=[N:14][CH:15]=[CH:16][CH:17]=2)=O)=[CH:8][CH:9]=1)=[O:4].O.[NH2:20][NH2:21]. Product: [CH3:1][NH:2][C:3]([C:5]1[NH:6][C:7]([C:10]2[C:12]3[C:13](=[N:14][CH:15]=[CH:16][CH:17]=3)[NH:21][N:20]=2)=[CH:8][CH:9]=1)=[O:4]. The catalyst class is: 8. (6) Reactant: [NH2:1][C:2]1[CH:7]=[CH:6][CH:5]=[C:4](Br)[N:3]=1.[CH2:9]([OH:11])[CH3:10].[OH-].[Na+]. Product: [CH2:9]([O:11][C:4]1[N:3]=[C:2]([NH2:1])[CH:7]=[CH:6][CH:5]=1)[CH3:10]. The catalyst class is: 4.